This data is from NCI-60 drug combinations with 297,098 pairs across 59 cell lines. The task is: Regression. Given two drug SMILES strings and cell line genomic features, predict the synergy score measuring deviation from expected non-interaction effect. Drug 1: C1=NC2=C(N=C(N=C2N1C3C(C(C(O3)CO)O)F)Cl)N. Drug 2: CC1CCC2CC(C(=CC=CC=CC(CC(C(=O)C(C(C(=CC(C(=O)CC(OC(=O)C3CCCCN3C(=O)C(=O)C1(O2)O)C(C)CC4CCC(C(C4)OC)OCCO)C)C)O)OC)C)C)C)OC. Cell line: OVCAR-5. Synergy scores: CSS=9.71, Synergy_ZIP=-4.11, Synergy_Bliss=-3.70, Synergy_Loewe=-8.06, Synergy_HSA=-3.52.